This data is from Forward reaction prediction with 1.9M reactions from USPTO patents (1976-2016). The task is: Predict the product of the given reaction. (1) The product is: [Br:13][C:8]1[C:7]([C:9]([F:10])([F:11])[F:12])=[CH:6][C:4]([NH2:5])=[CH:3][C:2]=1[Cl:1]. Given the reactants [Cl:1][C:2]1[CH:3]=[C:4]([CH:6]=[C:7]([C:9]([F:12])([F:11])[F:10])[CH:8]=1)[NH2:5].[Br:13]N1C(=O)CCC1=O, predict the reaction product. (2) Given the reactants CC1C=CC(S(O[CH2:12][CH:13]2[O:18][C:17]3[CH:19]=[C:20]([S:23]([CH3:26])(=[O:25])=[O:24])[CH:21]=[CH:22][C:16]=3[O:15][CH2:14]2)(=O)=O)=CC=1.[CH2:27]([NH2:30])[CH2:28][CH3:29], predict the reaction product. The product is: [CH3:26][S:23]([C:20]1[CH:21]=[CH:22][C:16]2[O:15][CH2:14][CH:13]([CH2:12][NH:30][CH2:27][CH2:28][CH3:29])[O:18][C:17]=2[CH:19]=1)(=[O:24])=[O:25]. (3) Given the reactants [F:1][C:2]1[CH:3]=[CH:4][C:5]([S:22](=[O:40])(=[O:39])[NH:23][C:24]2[CH:25]=[CH:26][C:27]3[C@H:28]4[CH2:38][C@H:29]4[CH2:30][O:31][C:32]=3[C:33]=2[C:34]([O:36][CH3:37])=[O:35])=[C:6]([CH:21]=1)[CH:7]=[C:8]1[CH2:13][CH2:12][CH2:11][N:10](C(OC(C)(C)C)=O)[CH2:9]1.[C:41](O)([C:43](F)(F)F)=O, predict the reaction product. The product is: [CH2:41]([N:10]1[CH2:11][CH2:12][CH2:13][C:8](=[CH:7][C:6]2[CH:21]=[C:2]([F:1])[CH:3]=[CH:4][C:5]=2[S:22]([NH:23][C:24]2[C:33]([C:34]([O:36][CH3:37])=[O:35])=[C:32]3[C:27]([C@H:28]4[CH2:38][C@H:29]4[CH2:30][O:31]3)=[CH:26][CH:25]=2)(=[O:39])=[O:40])[CH2:9]1)[CH3:43].